From a dataset of Forward reaction prediction with 1.9M reactions from USPTO patents (1976-2016). Predict the product of the given reaction. (1) Given the reactants [Cl:1][C:2]1[CH:3]=[C:4]([NH:17][C:18]2[C:19]3[CH:27]=[C:26](F)[N:25]=[CH:24][C:20]=3[N:21]=[CH:22][N:23]=2)[CH:5]=[CH:6][C:7]=1[O:8][CH2:9][C:10]1[CH:15]=[CH:14][CH:13]=[C:12]([Cl:16])[CH:11]=1.[CH3:29][O:30][C:31]1[CH:38]=[CH:37][C:34]([CH2:35][NH2:36])=[CH:33][CH:32]=1, predict the reaction product. The product is: [Cl:1][C:2]1[CH:3]=[C:4]([NH:17][C:18]2[C:19]3[CH:27]=[C:26]([NH:36][CH2:35][C:34]4[CH:37]=[CH:38][C:31]([O:30][CH3:29])=[CH:32][CH:33]=4)[N:25]=[CH:24][C:20]=3[N:21]=[CH:22][N:23]=2)[CH:5]=[CH:6][C:7]=1[O:8][CH2:9][C:10]1[CH:15]=[CH:14][CH:13]=[C:12]([Cl:16])[CH:11]=1. (2) The product is: [CH2:19]([C:13]1[C:14]([OH:15])=[N:7][CH:6]=[N:8][C:12]=1[OH:11])[CH:20]=[CH2:21]. Given the reactants [Na].C(O)(=O)C.[CH:6]([NH2:8])=[NH:7].C([O:11][C:12](=O)[CH:13]([CH2:19][CH:20]=[CH2:21])[C:14](OCC)=[O:15])C.Cl, predict the reaction product. (3) Given the reactants [NH:1]1[C:9]2[C:4](=[CH:5][CH:6]=[CH:7][C:8]=2[C:10]([O:12][CH3:13])=[O:11])[CH:3]=[CH:2]1.[H-].[H-].[H-].[H-].[Li+].[Al+3], predict the reaction product. The product is: [NH:1]1[C:9]2[C:4](=[CH:5][CH:6]=[CH:7][C:8]=2[C:10]([O:12][CH3:13])=[O:11])[CH:3]=[CH:2]1.[NH:1]1[C:9]2[C:4](=[CH:5][CH:6]=[CH:7][C:8]=2[CH2:10][OH:11])[CH:3]=[CH:2]1. (4) The product is: [Br:1][C:2]1[C:7]([NH2:8])=[CH:6][C:5]([Br:11])=[CH:4][N:3]=1. Given the reactants [Br:1][C:2]1[C:7]([N+:8]([O-])=O)=[CH:6][C:5]([Br:11])=[CH:4][N:3]=1.Cl[Sn]Cl, predict the reaction product.